From a dataset of CYP1A2 inhibition data for predicting drug metabolism from PubChem BioAssay. Regression/Classification. Given a drug SMILES string, predict its absorption, distribution, metabolism, or excretion properties. Task type varies by dataset: regression for continuous measurements (e.g., permeability, clearance, half-life) or binary classification for categorical outcomes (e.g., BBB penetration, CYP inhibition). Dataset: cyp1a2_veith. (1) The compound is c1csc(CN2CCC3(CCNCC3)CC2)n1. The result is 0 (non-inhibitor). (2) The drug is NNC(=O)[C@@H](O)[C@H](O)[C@H](O)CO. The result is 0 (non-inhibitor). (3) The drug is CCc1c(C)sc(NC(=O)OC)c1C(N)=O. The result is 1 (inhibitor). (4) The compound is N#Cc1c(-c2ccccc2)cc(C2CC2)nc1SCC(=O)c1cccs1. The result is 1 (inhibitor). (5) The molecule is O=C(Nc1ccccc1)N1CCC2(CC1)CCN(S(=O)(=O)c1ccccc1)CC2. The result is 1 (inhibitor). (6) The result is 1 (inhibitor). The compound is COc1ccc(C(=O)/C=C(/C)N(C)C)cc1. (7) The result is 1 (inhibitor). The compound is CCc1ccc(C(=O)CN(C#N)c2nc(C)cc(C)n2)cc1. (8) The compound is Cc1ccc(C(=O)Nc2ccc(Cc3ccncc3)cc2)cc1[N+](=O)[O-]. The result is 1 (inhibitor).